The task is: Predict the reaction yield, written as a fraction of the theoretical maximum amount of product (1.0 means a 100% yield; for example, 0.34 means a 34% yield).. This data is from Reaction yield outcomes from USPTO patents with 853,638 reactions. (1) The reactants are CS(O[C@@H:6]1[C@@H:11]([CH3:12])[CH2:10][C@@H:9]([C:13]2[CH:18]=[CH:17][N:16]=[CH:15][C:14]=2[NH:19]C(OC(C)(C)C)=O)[CH2:8][C@H:7]1[NH:27][C:28]([O:30][C:31]([CH3:34])([CH3:33])[CH3:32])=[O:29])(=O)=O.[N:35]1[CH:40]=[CH:39][CH:38]=[CH:37][C:36]=1[OH:41].Cl.C(=O)(ON1C(=O)CCC1=O)OC(C)(C)C.CCN(C(C)C)C(C)C.C([O-])(O)=O.[Na+]. The catalyst is CN(C=O)C.[Cl-].[Na+].O.O1CCOCC1.CCOC(C)=O. The product is [NH2:19][C:14]1[CH:15]=[N:16][CH:17]=[CH:18][C:13]=1[C@H:9]1[CH2:8][C@@H:7]([NH:27][C:28](=[O:29])[O:30][C:31]([CH3:33])([CH3:32])[CH3:34])[C@@H:6]([N:35]2[CH:40]=[CH:39][CH:38]=[CH:37][C:36]2=[O:41])[C@@H:11]([CH3:12])[CH2:10]1.[NH2:19][C:14]1[CH:15]=[N:16][CH:17]=[CH:18][C:13]=1[C@@H:9]1[CH2:8][C@H:7]([NH:27][C:28](=[O:29])[O:30][C:31]([CH3:33])([CH3:32])[CH3:34])[C@H:6]([N:35]2[CH:40]=[CH:39][CH:38]=[CH:37][C:36]2=[O:41])[C@H:11]([CH3:12])[CH2:10]1. The yield is 0.0800. (2) The reactants are [Cl-].O[NH3+:3].[C:4](=[O:7])([O-])[OH:5].[Na+].CS(C)=O.[CH3:13][O:14][CH:15]1[CH2:20][CH2:19][CH:18]([N:21]2[C:26](=[O:27])[C:25]([CH2:28][C:29]3[CH:34]=[CH:33][C:32]([C:35]4[C:36]([C:41]#[N:42])=[CH:37][CH:38]=[CH:39][CH:40]=4)=[CH:31][CH:30]=3)=[C:24]([CH2:43][CH2:44][CH3:45])[N:23]3[N:46]=[CH:47][N:48]=[C:22]23)[CH2:17][CH2:16]1. The catalyst is C(OCC)(=O)C. The product is [CH3:13][O:14][CH:15]1[CH2:16][CH2:17][CH:18]([N:21]2[C:26](=[O:27])[C:25]([CH2:28][C:29]3[CH:34]=[CH:33][C:32]([C:35]4[CH:40]=[CH:39][CH:38]=[CH:37][C:36]=4[C:41]4[NH:3][C:4](=[O:7])[O:5][N:42]=4)=[CH:31][CH:30]=3)=[C:24]([CH2:43][CH2:44][CH3:45])[N:23]3[N:46]=[CH:47][N:48]=[C:22]23)[CH2:19][CH2:20]1. The yield is 0.250. (3) The reactants are [Cl:1][C:2]1[N:7]=[C:6]([NH2:8])[CH:5]=[CH:4][N:3]=1.[H-].[Na+].[C:11](Cl)(=[O:14])[O:12][CH3:13]. The catalyst is CN(C=O)C. The product is [CH3:13][O:12][C:11](=[O:14])[NH:8][C:6]1[CH:5]=[CH:4][N:3]=[C:2]([Cl:1])[N:7]=1. The yield is 0.620. (4) The reactants are [N:1]1([C:7]2[N:8]=[CH:9][C:10]3[C:15]([CH:16]=2)=[CH:14][CH:13]=[CH:12][CH:11]=3)[CH2:6][CH2:5][NH:4][CH2:3][CH2:2]1.C(N(CC)CC)C.[C:24](O[C:24]([O:26][C:27]([CH3:30])([CH3:29])[CH3:28])=[O:25])([O:26][C:27]([CH3:30])([CH3:29])[CH3:28])=[O:25]. The catalyst is ClCCl. The product is [CH:9]1[C:10]2[C:15](=[CH:14][CH:13]=[CH:12][CH:11]=2)[CH:16]=[C:7]([N:1]2[CH2:2][CH2:3][N:4]([C:24]([O:26][C:27]([CH3:30])([CH3:29])[CH3:28])=[O:25])[CH2:5][CH2:6]2)[N:8]=1. The yield is 0.790.